Task: Predict the reactants needed to synthesize the given product.. Dataset: Full USPTO retrosynthesis dataset with 1.9M reactions from patents (1976-2016) (1) Given the product [C:1]([O:5][C:6](=[O:26])[C:7]1[CH:12]=[CH:11][C:10]([CH2:13][N:14]2[C:19](=[O:20])[C:18]3[CH:21]=[C:22]([C:6]([O:5][CH3:1])=[O:26])[N:23]=[CH:24][C:17]=3[N:16]=[CH:15]2)=[CH:9][CH:8]=1)([CH3:4])([CH3:3])[CH3:2], predict the reactants needed to synthesize it. The reactants are: [C:1]([O:5][C:6](=[O:26])[C:7]1[CH:12]=[CH:11][C:10]([CH2:13][N:14]2[C:19](=[O:20])[C:18]3[CH:21]=[C:22](Cl)[N:23]=[CH:24][C:17]=3[N:16]=[CH:15]2)=[CH:9][CH:8]=1)([CH3:4])([CH3:3])[CH3:2].CCN(CC)CC. (2) Given the product [ClH:28].[ClH:28].[CH3:1][O:2][C:3]1[CH:4]=[CH:5][C:6]([CH2:9][C:10]([N:12]2[CH2:13][CH2:14][C:15]3([CH2:18][NH:17][CH2:16]3)[CH2:26][CH2:27]2)=[O:11])=[N:7][CH:8]=1, predict the reactants needed to synthesize it. The reactants are: [CH3:1][O:2][C:3]1[CH:4]=[CH:5][C:6]([CH2:9][C:10]([N:12]2[CH2:27][CH2:26][C:15]3([CH2:18][N:17](C(OC(C)(C)C)=O)[CH2:16]3)[CH2:14][CH2:13]2)=[O:11])=[N:7][CH:8]=1.[ClH:28]. (3) Given the product [C:32]([OH:37])(=[O:36])[C:33]([OH:35])=[O:34].[S:9]1[C:13]2[CH:14]=[CH:15][CH:16]=[CH:17][C:12]=2[N:11]=[C:10]1[CH:18]([NH:1][CH:2]1[CH2:7][CH2:6][N:5]([CH3:8])[CH2:4][CH2:3]1)[C:20]1[CH:25]=[CH:24][CH:23]=[C:22]([O:26][CH2:27][CH2:28][CH2:29][CH3:30])[CH:21]=1, predict the reactants needed to synthesize it. The reactants are: [NH2:1][CH:2]1[CH2:7][CH2:6][N:5]([CH3:8])[CH2:4][CH2:3]1.[S:9]1[C:13]2[CH:14]=[CH:15][CH:16]=[CH:17][C:12]=2[N:11]=[C:10]1[CH:18]([C:20]1[CH:25]=[CH:24][CH:23]=[C:22]([O:26][CH2:27][CH2:28][CH2:29][CH3:30])[CH:21]=1)O.[Na].[C:32]([O-:37])(=[O:36])[C:33]([O-:35])=[O:34].